Dataset: Forward reaction prediction with 1.9M reactions from USPTO patents (1976-2016). Task: Predict the product of the given reaction. (1) The product is: [Br:8][C:4]1[N:3]=[C:2]([NH:1][C:19](=[O:20])[CH:18]=[C:17]([CH3:22])[CH3:16])[CH:7]=[CH:6][CH:5]=1. Given the reactants [NH2:1][C:2]1[CH:7]=[CH:6][CH:5]=[C:4]([Br:8])[N:3]=1.CCN(CC)CC.[CH3:16][C:17]([CH3:22])=[CH:18][C:19](Cl)=[O:20], predict the reaction product. (2) Given the reactants [NH2:1][C:2]1[CH:7]=[CH:6][CH:5]=[CH:4][CH:3]=1.ClC([O:11][CH3:12])=O.C(N([CH2:18][CH3:19])CC)C.[NH2:20][OH:21].[CH3:22][OH:23], predict the reaction product. The product is: [CH:5]1[CH:4]=[CH:3][C:2]([NH:1][C:22]([CH2:7][CH2:2][CH2:3][CH2:4][CH2:18][CH2:19][C:12]([NH:20][OH:21])=[O:11])=[O:23])=[CH:7][CH:6]=1. (3) Given the reactants [N:1]1[C:10]2[C:5](=[CH:6][CH:7]=[CH:8][CH:9]=2)[C:4](C(OC)=O)=[CH:3][N:2]=1.[H-].[Al+3].[Li+].[H-].[H-].[H-].O.C(Cl)Cl, predict the reaction product. The product is: [NH:1]1[C:10]2[C:5](=[CH:6][CH:7]=[CH:8][CH:9]=2)[CH2:4][CH:3]=[N:2]1. (4) Given the reactants [CH:1]([C:3]1[CH:8]=[CH:7][CH:6]=[CH:5][C:4]=1[C:9]1[CH:14]=[CH:13][C:12]([C:15]2[C:23]3[C:22]([OH:24])=[C:21]([C:25]#[N:26])[C:20](=[O:27])[NH:19][C:18]=3[S:17][CH:16]=2)=[CH:11][CH:10]=1)=[O:2].[BH4-].[Na+], predict the reaction product. The product is: [OH:24][C:22]1[C:23]2[C:15]([C:12]3[CH:11]=[CH:10][C:9]([C:4]4[CH:5]=[CH:6][CH:7]=[CH:8][C:3]=4[CH2:1][OH:2])=[CH:14][CH:13]=3)=[CH:16][S:17][C:18]=2[NH:19][C:20](=[O:27])[C:21]=1[C:25]#[N:26]. (5) Given the reactants [C:1]([O:5][C:6]([N:8]1[CH2:13][CH:12]=[C:11]([C:14]2[CH:19]=[N:18][C:17]([C:20]3[CH:25]=[CH:24][C:23]([Cl:26])=[CH:22][CH:21]=3)=[C:16]([C:27]3[CH:32]=[CH:31][C:30]([Cl:33])=[CH:29][CH:28]=3)[N:15]=2)[CH2:10][CH2:9]1)=[O:7])([CH3:4])([CH3:3])[CH3:2], predict the reaction product. The product is: [C:1]([O:5][C:6]([N:8]1[CH2:13][CH2:12][CH:11]([C:14]2[CH:19]=[N:18][C:17]([C:20]3[CH:25]=[CH:24][C:23]([Cl:26])=[CH:22][CH:21]=3)=[C:16]([C:27]3[CH:28]=[CH:29][C:30]([Cl:33])=[CH:31][CH:32]=3)[N:15]=2)[CH2:10][CH2:9]1)=[O:7])([CH3:4])([CH3:2])[CH3:3]. (6) The product is: [N+:7]([C:5]1[N:6]=[C:2]2[N:3]([CH:4]=1)[CH2:10][CH2:11][CH:12]([CH2:13][O:14][Si:15]([CH:22]([CH3:24])[CH3:23])([CH:19]([CH3:21])[CH3:20])[CH:16]([CH3:18])[CH3:17])[O:25]2)([O-:9])=[O:8]. Given the reactants Br[C:2]1[N:3]([CH2:10][CH2:11][CH:12]([OH:25])[CH2:13][O:14][Si:15]([CH:22]([CH3:24])[CH3:23])([CH:19]([CH3:21])[CH3:20])[CH:16]([CH3:18])[CH3:17])[CH:4]=[C:5]([N+:7]([O-:9])=[O:8])[N:6]=1.[H-].[Na+], predict the reaction product. (7) Given the reactants [Cl:1][C:2]1[CH:3]=[C:4]2[O:8][C:7]([C:9]3[CH:14]=[CH:13][C:12]([CH3:15])=[CH:11][CH:10]=3)=[N:6][C:5]2=[C:16]([C:18]([OH:20])=O)[CH:17]=1.Cl.Cl.[NH2:23][CH:24]1[CH2:31][CH:30]2[N:32]([CH3:33])[CH:26]([CH2:27][CH2:28][CH2:29]2)[CH2:25]1.Cl.C(N=C=NCCCN(C)C)C.ON1C2C=CC=CC=2N=N1.C(N(CC)CC)C, predict the reaction product. The product is: [CH3:33][N:32]1[CH:26]2[CH2:27][CH2:28][CH2:29][CH:30]1[CH2:31][CH:24]([NH:23][C:18]([C:16]1[CH:17]=[C:2]([Cl:1])[CH:3]=[C:4]3[O:8][C:7]([C:9]4[CH:10]=[CH:11][C:12]([CH3:15])=[CH:13][CH:14]=4)=[N:6][C:5]=13)=[O:20])[CH2:25]2. (8) Given the reactants [CH3:1][C:2]1([CH3:15])[CH2:14][C:5]2[S:6][C:7]([C:9]([O:11]CC)=[O:10])=[CH:8][C:4]=2[CH2:3]1.C1COCC1.[OH-].[Li+].Cl, predict the reaction product. The product is: [CH3:1][C:2]1([CH3:15])[CH2:14][C:5]2[S:6][C:7]([C:9]([OH:11])=[O:10])=[CH:8][C:4]=2[CH2:3]1. (9) Given the reactants C(OC(=O)[NH:7][CH2:8][CH2:9][CH2:10][CH2:11][C:12]1[CH:17]=[CH:16][C:15]([O:18][CH2:19][CH2:20][NH:21][CH2:22][C:23](=[O:25])[NH2:24])=[CH:14][CH:13]=1)(C)(C)C.[ClH:27], predict the reaction product. The product is: [ClH:27].[ClH:27].[NH2:7][CH2:8][CH2:9][CH2:10][CH2:11][C:12]1[CH:17]=[CH:16][C:15]([O:18][CH2:19][CH2:20][NH:21][CH2:22][C:23]([NH2:24])=[O:25])=[CH:14][CH:13]=1.